Dataset: Drug-target binding data from BindingDB using IC50 measurements. Task: Regression. Given a target protein amino acid sequence and a drug SMILES string, predict the binding affinity score between them. We predict pIC50 (pIC50 = -log10(IC50 in M); higher means more potent). Dataset: bindingdb_ic50. (1) The drug is CCN(c1ccccc1)S(=O)(=O)c1cc(C(=O)OC(C)C(=O)Nc2ccc3c(c2)OCCO3)ccc1C. The target protein (P51452) has sequence MSGSFELSVQDLNDLLSDGSGCYSLPSQPCNEVTPRIYVGNASVAQDIPKLQKLGITHVLNAAEGRSFMHVNTNANFYKDSGITYLGIKANDTQEFNLSAYFERAADFIDQALAQKNGRVLVHCREGYSRSPTLVIAYLMMRQKMDVKSALSIVRQNREIGPNDGFLAQLCQLNDRLAKEGKLKP. The pIC50 is 5.3. (2) The drug is COc1ccc(-c2cccc(C#N)c2)cc1C(CC(=O)O)c1ncc(C)s1. The target protein sequence is PDQDEIQRLPGLAKQPSFRQYSGYLKGSGSKHLHYWFVESQKDPENSPVVLWLNGGPGCSSLDGLLTEHGPFLVQPDGVTLEYNPYSWNLIANVLYLESPAGVGFSYSDDKFYATNDTEVAQSNFEALQDFFRLFPEYKNNKLFLTGESYAGIYIPTLAVLVMQDPSMNLQGLAVGNGLSSYEQNDNSLVYFAYYHGLLGNRLWSSLQTHCCSQNKCNFYDNKDLECVTNLQEVARIVGNSGLNIYNLYAPCAGGVPSHFRYEKDTVVVQDLGNIFTRLPLKRMWHQALLRSGDKVRMDPPCTNTTAASTYLNNPYVRKALNIPEQLPQWDMCNFLVNLQYRRLYRSMNSQYLKLLSSQKYQILLYNGDVDMACNFMGDEWFVDSLNQKMEVQRRPWLVKYGDSGEQIAGFVKEFSHIAFLTIKGAGHMVPTDKPLAAFTMFSRFLNKQPY. The pIC50 is 5.0. (3) The compound is COc1cc([C@@H](O)CN2CCN(C[C@H](O)c3ccc4c(c3C)COC4=O)CC2)ncc1C#N. The target protein (P78508) has sequence MTSVAKVYYSQTTQTESRPLMGPGIRRRRVLTKDGRSNVRMEHIADKRFLYLKDLWTTFIDMQWRYKLLLFSATFAGTWFLFGVVWYLVAVAHGDLLELDPPANHTPCVVQVHTLTGAFLFSLESQTTIGYGFRYISEECPLAIVLLIAQLVLTTILEIFITGTFLAKIARPKKRAETIRFSQHAVVASHNGKPCLMIRVANMRKSLLIGCQVTGKLLQTHQTKEGENIRLNQVNVTFQVDTASDSPFLILPLTFYHVVDETSPLKDLPLRSGEGDFELVLILSGTVESTSATCQVRTSYLPEEILWGYEFTPAISLSASGKYIADFSLFDQVVKVASPSGLRDSTVRYGDPEKLKLEESLREQAEKEGSALSVRISNV. The pIC50 is 5.0. (4) The compound is c1ccc(-n2cccc2-c2nc(N3CCCCCC3)nc(N3CCCCCC3)n2)cc1. The target protein (P00817) has sequence MTYTTRQIGAKNTLEYKVYIEKDGKPVSAFHDIPLYADKENNIFNMVVEIPRWTNAKLEITKEETLNPIIQDTKKGKLRFVRNCFPHHGYIHNYGAFPQTWEDPNVSHPETKAVGDNDPIDVLEIGETIAYTGQVKQVKALGIMALLDEGETDWKVIAIDINDPLAPKLNDIEDVEKYFPGLLRATNEWFRIYKIPDGKPENQFAFSGEAKNKKYALDIIKETHDSWKQLIAGKSSDSKGIDLTNVTLPDTPTYSKAASDAIPPASPKADAPIDKSIDKWFFISGSV. The pIC50 is 3.3. (5) The compound is CCCCN(CCCC)C(=O)c1cc(C)n(-c2ccc(NS(=O)c3ccc(Oc4ccc(C)cc4)cc3)cc2C(=O)N2Cc3ccccc3C[C@H]2CO)n1. The target protein (P10415) has sequence MAHAGRTGYDNREIVMKYIHYKLSQRGYEWDAGDVGAAPPGAAPAPGIFSSQPGHTPHPAASRDPVARTSPLQTPAAPGAAAGPALSPVPPVVHLTLRQAGDDFSRRYRRDFAEMSSQLHLTPFTARGRFATVVEELFRDGVNWGRIVAFFEFGGVMCVESVNREMSPLVDNIALWMTEYLNRHLHTWIQDNGGWDAFVELYGPSMRPLFDFSWLSLKTLLSLALVGACITLGAYLGHK. The pIC50 is 4.8. (6) The compound is Brc1ccccc1-c1nc2ccccn2c1NC1CCCCC1. The target protein sequence is PISPIETVPVKLKPGMDGPKVKQWPLTEEKIKALVEICTELEKEGKNSKIGPENPYNTPVFAIKKKDSTKWRKLVDFRELNRKTQDFWEVQLGIPHPAGLKKKKSVTVLDVGDAYFSVPLDKDFRKYTAFTIPSINNETPGIRYQYNVLPQGWKGSPAIFQSSMTKILEPFRKQNPDIVIYQYMDDLYVGSDLEIGQHRTKIEELRQHLLKWGFYTPDKKHQKEPPFLWMGYELHPDKWTVQPIVLPEKDSWTVNDIQK. The pIC50 is 5.0.